Dataset: Forward reaction prediction with 1.9M reactions from USPTO patents (1976-2016). Task: Predict the product of the given reaction. (1) Given the reactants [NH2:1][C:2]1[CH:3]=[C:4]([C:8]2[N:9]=[C:10]([CH:13]3[CH2:18][CH2:17][CH2:16][CH2:15][N:14]3[C:19](=[O:28])[CH2:20][O:21][C:22]3[CH:27]=[CH:26][CH:25]=[CH:24][CH:23]=3)[NH:11][N:12]=2)[CH:5]=[CH:6][CH:7]=1.Br[CH2:30][CH2:31][C:32](Cl)=[O:33], predict the reaction product. The product is: [O:21]([CH2:20][C:19]([N:14]1[CH2:15][CH2:16][CH2:17][CH2:18][C@@H:13]1[C:10]1[NH:11][N:12]=[C:8]([C:4]2[CH:3]=[C:2]([N:1]3[CH2:30][CH2:31][C:32]3=[O:33])[CH:7]=[CH:6][CH:5]=2)[N:9]=1)=[O:28])[C:22]1[CH:23]=[CH:24][CH:25]=[CH:26][CH:27]=1. (2) Given the reactants [N+:1]([C:4]1[CH:9]=[CH:8][C:7]([N:10]2[CH2:14][CH2:13][CH:12]([N:15]3[CH:19]=[CH:18][N:17]=[CH:16]3)[CH2:11]2)=[CH:6][CH:5]=1)([O-:3])=[O:2].[Br:20][C:21](Br)([CH3:23])[CH3:22], predict the reaction product. The product is: [Br-:20].[Br-:20].[N+:1]([C:4]1[CH:9]=[CH:8][C:7]([N:10]2[CH2:14][CH2:13][CH:12]([N+:15]3[CH:19]=[CH:18][N:17]([CH2:22][CH2:21][CH2:23][N+:17]4[CH:18]=[CH:19][N:15]([CH:12]5[CH2:13][CH2:14][N:10]([C:7]6[CH:6]=[CH:5][C:4]([N+:1]([O-:3])=[O:2])=[CH:9][CH:8]=6)[CH2:11]5)[CH:16]=4)[CH:16]=3)[CH2:11]2)=[CH:6][CH:5]=1)([O-:3])=[O:2]. (3) Given the reactants [CH:1]1([CH2:6][N:7]2[C:19](=[O:20])[C:18]3[C:17]([O:21][C:22](=[O:29])[C:23]4[CH:28]=[CH:27][CH:26]=[CH:25][CH:24]=4)=[C:16]4[C:11]([C:12]([CH3:30])=[CH:13][CH:14]=[N:15]4)=[CH:10][C:9]=3[CH2:8]2)[CH2:5][CH:4]=[CH:3][CH2:2]1.[Br:31]N1C(=O)CCC1=O, predict the reaction product. The product is: [Br:31][CH2:30][C:12]1[C:11]2[C:16](=[C:17]([O:21][C:22](=[O:29])[C:23]3[CH:24]=[CH:25][CH:26]=[CH:27][CH:28]=3)[C:18]3[C:19](=[O:20])[N:7]([CH2:6][CH:1]4[CH2:5][CH:4]=[CH:3][CH2:2]4)[CH2:8][C:9]=3[CH:10]=2)[N:15]=[CH:14][CH:13]=1.